Dataset: M1 muscarinic receptor antagonist screen with 61,756 compounds. Task: Binary Classification. Given a drug SMILES string, predict its activity (active/inactive) in a high-throughput screening assay against a specified biological target. The molecule is S(=O)(=O)(N(Cc1ccccc1)CC(=O)Nc1cc(ccc1)C(=O)C)C. The result is 0 (inactive).